Dataset: Full USPTO retrosynthesis dataset with 1.9M reactions from patents (1976-2016). Task: Predict the reactants needed to synthesize the given product. (1) The reactants are: [CH:1]1[C:10]2[C:5](=[CH:6][CH:7]=[CH:8][CH:9]=2)[CH:4]=[CH:3][C:2]=1[OH:11].C(N(CC)CC)C.[C:19]1([CH3:29])[CH:24]=[CH:23][C:22]([S:25](Cl)(=[O:27])=[O:26])=[CH:21][CH:20]=1.O. Given the product [S:25]([C:22]1[CH:23]=[CH:24][C:19]([CH3:29])=[CH:20][CH:21]=1)([O:11][C:2]1[CH:3]=[CH:4][C:5]2[C:10](=[CH:9][CH:8]=[CH:7][CH:6]=2)[CH:1]=1)(=[O:27])=[O:26], predict the reactants needed to synthesize it. (2) Given the product [CH3:32][NH:31][C:27]1[N:26]=[C:25]([CH2:24][CH2:23][O:22][C:5]2[CH:4]=[CH:3][C:13]3[CH2:12][CH:11]([CH2:14][C:15]([OH:17])=[O:16])[C:10]4[CH:18]=[CH:19][CH:20]=[CH:21][C:9]=4[O:8][C:7]=3[CH:6]=2)[CH:30]=[CH:29][CH:28]=1, predict the reactants needed to synthesize it. The reactants are: C([C:3]1[C:13]2[CH2:12][CH:11]([CH2:14][C:15]([OH:17])=[O:16])[C:10]3[CH:18]=[CH:19][CH:20]=[CH:21][C:9]=3[O:8][C:7]=2[CH:6]=[C:5]([O:22][CH2:23][CH2:24][C:25]2[CH:30]=[CH:29][CH:28]=[C:27]([NH:31][CH3:32])[N:26]=2)[CH:4]=1)C.[OH-].[Na+]. (3) Given the product [C:1]([O:5][C:6](=[O:48])[NH:7][CH2:8][C:9]1[CH:14]=[C:13]([C:15]2[S:19][C:18]([CH:20]3[CH2:25][CH2:24][N:23]([CH3:49])[CH2:22][CH2:21]3)=[N:17][C:16]=2[C:26]2[CH:31]=[CH:30][CH:29]=[C:28]([N:32]([S:36]([C:39]3[CH:44]=[C:43]([F:45])[CH:42]=[CH:41][C:40]=3[F:46])(=[O:37])=[O:38])[CH2:33][O:34][CH3:35])[C:27]=2[F:47])[CH:12]=[CH:11][N:10]=1)([CH3:4])([CH3:2])[CH3:3], predict the reactants needed to synthesize it. The reactants are: [C:1]([O:5][C:6](=[O:48])[NH:7][CH2:8][C:9]1[CH:14]=[C:13]([C:15]2[S:19][C:18]([CH:20]3[CH2:25][CH2:24][NH:23][CH2:22][CH2:21]3)=[N:17][C:16]=2[C:26]2[CH:31]=[CH:30][CH:29]=[C:28]([N:32]([S:36]([C:39]3[CH:44]=[C:43]([F:45])[CH:42]=[CH:41][C:40]=3[F:46])(=[O:38])=[O:37])[CH2:33][O:34][CH3:35])[C:27]=2[F:47])[CH:12]=[CH:11][N:10]=1)([CH3:4])([CH3:3])[CH3:2].[C:49](O)(=O)C.C=O.C([BH3-])#N.[Na+]. (4) Given the product [Cl:1][C:2]1[CH:9]=[CH:8][CH:7]=[C:6]([N:15]2[CH:16]=[C:12]([CH3:11])[N:13]=[CH:14]2)[C:3]=1[C:4]#[N:5], predict the reactants needed to synthesize it. The reactants are: [Cl:1][C:2]1[CH:9]=[CH:8][CH:7]=[C:6](F)[C:3]=1[C:4]#[N:5].[CH3:11][C:12]1[N:13]=[CH:14][NH:15][CH:16]=1.C(=O)([O-])[O-].[K+].[K+]. (5) Given the product [Cl:34][C:19]1[C:20]([NH:22][C:23]2[CH:28]=[CH:27][CH:26]=[CH:25][C:24]=2[S:29]([NH:32][CH3:33])(=[O:31])=[O:30])=[N:21][C:16]([NH:1][C:2]2[CH:14]=[CH:13][C:5]3[N:6]([CH3:12])[C:7](=[O:11])[CH2:8][CH2:9][CH2:10][C:4]=3[CH:3]=2)=[N:17][CH:18]=1, predict the reactants needed to synthesize it. The reactants are: [NH2:1][C:2]1[CH:14]=[CH:13][C:5]2[N:6]([CH3:12])[C:7](=[O:11])[CH2:8][CH2:9][CH2:10][C:4]=2[CH:3]=1.Cl[C:16]1[N:21]=[C:20]([NH:22][C:23]2[CH:28]=[CH:27][CH:26]=[CH:25][C:24]=2[S:29]([NH:32][CH3:33])(=[O:31])=[O:30])[C:19]([Cl:34])=[CH:18][N:17]=1.Cl.O1CCOCC1. (6) Given the product [CH:1]1([CH2:4][O:5][C:6]2[CH:33]=[CH:32][C:9]3[N:10]=[C:11]([C:13]4[N:18]=[CH:17][C:16]([O:19][CH2:20][C@@H:21]([NH:23][C:24]([NH:34][CH3:35])=[O:30])[CH3:22])=[CH:15][C:14]=4[F:31])[O:12][C:8]=3[CH:7]=2)[CH2:2][CH2:3]1, predict the reactants needed to synthesize it. The reactants are: [CH:1]1([CH2:4][O:5][C:6]2[CH:33]=[CH:32][C:9]3[N:10]=[C:11]([C:13]4[N:18]=[CH:17][C:16]([O:19][CH2:20][C@@H:21]([NH:23][C:24](=[O:30])OC(C)(C)C)[CH3:22])=[CH:15][C:14]=4[F:31])[O:12][C:8]=3[CH:7]=2)[CH2:3][CH2:2]1.[N:34]1C=CC=C[CH:35]=1.